From a dataset of Catalyst prediction with 721,799 reactions and 888 catalyst types from USPTO. Predict which catalyst facilitates the given reaction. (1) Reactant: Cl[C:2]1[N:7]=[C:6](Cl)[C:5]([F:9])=[CH:4][N:3]=1.[CH2:10]([O:17][C:18]1[CH:24]=[CH:23][C:21]([NH2:22])=[CH:20][C:19]=1[C:25]([F:28])([F:27])[F:26])[C:11]1[CH:16]=[CH:15][CH:14]=[CH:13][CH:12]=1. Product: [CH2:10]([O:17][C:18]1[CH:24]=[CH:23][C:21]([NH:22][C:2]2[N:7]=[C:6]([NH:22][C:21]3[CH:23]=[CH:24][C:18]([O:17][CH2:10][C:11]4[CH:12]=[CH:13][CH:14]=[CH:15][CH:16]=4)=[C:19]([C:25]([F:26])([F:27])[F:28])[CH:20]=3)[C:5]([F:9])=[CH:4][N:3]=2)=[CH:20][C:19]=1[C:25]([F:26])([F:27])[F:28])[C:11]1[CH:12]=[CH:13][CH:14]=[CH:15][CH:16]=1. The catalyst class is: 24. (2) Reactant: [C:1]([O:5][C:6](=[O:15])[CH2:7]/[N:8]=[CH:9]/[CH2:10][C:11]([CH3:14])([CH3:13])[CH3:12])([CH3:4])([CH3:3])[CH3:2].[Cl:16][C:17]1[CH:22]=[CH:21][C:20](/[C:23](=[CH:26]/[C:27]2[CH:32]=[CH:31][CH:30]=[C:29]([F:33])[C:28]=2[F:34])/[C:24]#[N:25])=[C:19]([F:35])[CH:18]=1.C(N(CC)CC)C. Product: [C:1]([O:5][C:6]([CH:7]1[CH:26]([C:27]2[CH:32]=[CH:31][CH:30]=[C:29]([F:33])[C:28]=2[F:34])[C:23]([C:20]2[CH:21]=[CH:22][C:17]([Cl:16])=[CH:18][C:19]=2[F:35])([C:24]#[N:25])[CH:9]([CH2:10][C:11]([CH3:14])([CH3:13])[CH3:12])[NH:8]1)=[O:15])([CH3:4])([CH3:3])[CH3:2]. The catalyst class is: 4.